This data is from Forward reaction prediction with 1.9M reactions from USPTO patents (1976-2016). The task is: Predict the product of the given reaction. (1) The product is: [C:7]([CH2:8][CH2:9][NH:1][CH2:2][CH2:3][CH2:4][CH2:5][NH:6][CH2:4][CH2:3][C:2]#[N:1])#[N:10]. Given the reactants [NH2:1][CH2:2][CH2:3][CH2:4][CH2:5][NH2:6].[C:7](#[N:10])[CH:8]=[CH2:9], predict the reaction product. (2) Given the reactants [S:1]([C:11]1[CH:19]=[CH:18][CH:17]=[CH:16][C:12]=1[C:13](O)=[O:14])[C:2]1[CH:10]=[CH:9][CH:8]=[CH:7][C:3]=1[C:4](O)=[O:5].CN1CCOCC1.C(OC(Cl)=O)C(C)C.[NH2:35][C:36]([NH2:38])=[NH:37].Cl.[NH2:40][C:41]([NH2:43])=[NH:42].C[O-].[Na+], predict the reaction product. The product is: [S:1]([C:11]1[CH:19]=[CH:18][CH:17]=[CH:16][C:12]=1[C:13]([N:40]=[C:41]([NH2:43])[NH2:42])=[O:14])[C:2]1[CH:10]=[CH:9][CH:8]=[CH:7][C:3]=1[C:4]([N:37]=[C:36]([NH2:38])[NH2:35])=[O:5].